Task: Predict the reactants needed to synthesize the given product.. Dataset: Full USPTO retrosynthesis dataset with 1.9M reactions from patents (1976-2016) (1) Given the product [C:1]([O:5][C:6]([N:8]1[CH2:11][CH:10]([O:12][C:13]2[CH:18]=[C:17]([Cl:19])[CH:16]=[CH:15][C:14]=2[O:20][CH2:21][C:22]2[O:24][N:34]=[C:32]([CH3:33])[N:31]=2)[CH2:9]1)=[O:7])([CH3:2])([CH3:4])[CH3:3], predict the reactants needed to synthesize it. The reactants are: [C:1]([O:5][C:6]([N:8]1[CH2:11][CH:10]([O:12][C:13]2[CH:18]=[C:17]([Cl:19])[CH:16]=[CH:15][C:14]=2[O:20][CH2:21][C:22]([OH:24])=O)[CH2:9]1)=[O:7])([CH3:4])([CH3:3])[CH3:2].CN(C=O)C.O[NH:31][C:32](=[NH:34])[CH3:33].C(N(CC)C(C)C)(C)C. (2) Given the product [CH2:33]([S:30]([NH:29][C:26]1[CH:27]=[CH:28][C:23]([CH2:22][CH2:21][NH:20][C:16]([C:15]2[CH:14]=[CH:13][N:12]=[C:11]3[NH:19][C:8]([C:5]4[CH:4]=[CH:3][C:2]([Cl:1])=[CH:7][CH:6]=4)=[N:9][C:10]=23)=[O:18])=[CH:24][CH:25]=1)(=[O:31])=[O:32])[CH3:34], predict the reactants needed to synthesize it. The reactants are: [Cl:1][C:2]1[CH:7]=[CH:6][C:5]([C:8]2[NH:19][C:11]3=[N:12][CH:13]=[CH:14][C:15]([C:16]([OH:18])=O)=[C:10]3[N:9]=2)=[CH:4][CH:3]=1.[NH2:20][CH2:21][CH2:22][C:23]1[CH:28]=[CH:27][C:26]([NH:29][S:30]([CH2:33][CH3:34])(=[O:32])=[O:31])=[CH:25][CH:24]=1. (3) Given the product [Br:5][C:6]1[CH:7]=[N:8][CH:9]=[C:10]2[C:15]=1[N:14]=[C:13]([C:16]([NH:26][CH2:25][C:24]1[CH:27]=[CH:28][C:21]([O:20][CH3:19])=[CH:22][CH:23]=1)=[O:18])[CH:12]=[CH:11]2, predict the reactants needed to synthesize it. The reactants are: S(Cl)(Cl)=O.[Br:5][C:6]1[CH:7]=[N:8][CH:9]=[C:10]2[C:15]=1[N:14]=[C:13]([C:16]([OH:18])=O)[CH:12]=[CH:11]2.[CH3:19][O:20][C:21]1[CH:28]=[CH:27][C:24]([CH2:25][NH2:26])=[CH:23][CH:22]=1.C(N(CC)CC)C.C([O-])(O)=O.[Na+]. (4) Given the product [Br:12][C:13]1[CH:14]=[C:15]2[C:19](=[CH:20][CH:21]=1)[C:18]([CH:2]1[S:3][CH2:4][CH2:5][CH2:6][S:1]1)([OH:22])[CH2:17][CH2:16]2, predict the reactants needed to synthesize it. The reactants are: [S:1]1[CH2:6][CH2:5][CH2:4][S:3][CH2:2]1.C([Li])CCC.[Br:12][C:13]1[CH:14]=[C:15]2[C:19](=[CH:20][CH:21]=1)[C:18](=[O:22])[CH2:17][CH2:16]2.Cl. (5) Given the product [Br:1][C:2]1[CH:7]=[C:6]2[O:8][CH2:9][CH2:10][C:11]3([O:15][C:14](=[O:16])[NH:13][C:12]3=[O:17])[C:5]2=[CH:4][CH:3]=1, predict the reactants needed to synthesize it. The reactants are: [Br:1][C:2]1[CH:7]=[C:6]2[O:8][CH2:9][CH2:10][C:11]3([O:15][C:14](=[O:16])[N:13]=[C:12]3[O:17]CC)[C:5]2=[CH:4][CH:3]=1.C(=O)([O-])[O-].[K+].[K+]. (6) Given the product [Cl:49][C:50]1[CH:63]=[CH:62][C:53]2[NH:54][C:55]([C@@H:57]([NH:61][C:5](=[O:7])[C:4]3[CH:8]=[CH:9][C:10]([C:11]([N:13]4[CH2:17][CH2:16][CH2:15][CH2:14]4)=[O:12])=[C:2]([CH3:1])[CH:3]=3)[C@H:58]([OH:60])[CH3:59])=[N:56][C:52]=2[CH:51]=1, predict the reactants needed to synthesize it. The reactants are: [CH3:1][C:2]1[CH:3]=[C:4]([CH:8]=[CH:9][C:10]=1[C:11]([N:13]1[CH2:17][CH2:16][CH2:15][CH2:14]1)=[O:12])[C:5]([OH:7])=O.CN(C(ON1N=NC2C=CC=CC1=2)=[N+](C)C)C.[B-](F)(F)(F)F.C(N(C(C)C)CC)(C)C.[Cl:49][C:50]1[CH:63]=[CH:62][C:53]2[NH:54][C:55]([C@@H:57]([NH2:61])[C@H:58]([OH:60])[CH3:59])=[N:56][C:52]=2[CH:51]=1.ClCl. (7) Given the product [Cl:24][C:13]1[C:12]2[C:17](=[CH:18][C:9]([C:4]3[CH:5]=[CH:6][CH:7]=[CH:8][C:3]=3[C:2]([F:21])([F:20])[F:1])=[CH:10][CH:11]=2)[N:16]=[CH:15][CH:14]=1, predict the reactants needed to synthesize it. The reactants are: [F:1][C:2]([F:21])([F:20])[C:3]1[CH:8]=[CH:7][CH:6]=[CH:5][C:4]=1[C:9]1[CH:18]=[C:17]2[C:12]([C:13](O)=[CH:14][CH:15]=[N:16]2)=[CH:11][CH:10]=1.O=P(Cl)(Cl)[Cl:24]. (8) Given the product [CH3:12][S:13][C:14]1[CH:19]=[CH:18][C:17]([C:2]2[CH:7]=[C:6]([C:8]([F:11])([F:10])[F:9])[CH:5]=[CH:4][N:3]=2)=[CH:16][CH:15]=1, predict the reactants needed to synthesize it. The reactants are: Cl[C:2]1[CH:7]=[C:6]([C:8]([F:11])([F:10])[F:9])[CH:5]=[CH:4][N:3]=1.[CH3:12][S:13][C:14]1[CH:19]=[CH:18][C:17](B(O)O)=[CH:16][CH:15]=1.C(=O)([O-])[O-].[Na+].[Na+].